Dataset: Catalyst prediction with 721,799 reactions and 888 catalyst types from USPTO. Task: Predict which catalyst facilitates the given reaction. (1) Reactant: C([O:3][C:4](=[O:16])[CH2:5][N:6]1[C:14]([Cl:15])=[C:13]2[C:8]([N:9]=[CH:10][CH:11]=[CH:12]2)=[N:7]1)C.[OH-].[Li+]. Product: [Cl:15][C:14]1[N:6]([CH2:5][C:4]([OH:16])=[O:3])[N:7]=[C:8]2[C:13]=1[CH:12]=[CH:11][CH:10]=[N:9]2. The catalyst class is: 5. (2) Reactant: Br[C:2]1[CH:7]=[CH:6][CH:5]=[CH:4][C:3]=1[C:8]1([C:11]([OH:13])=[O:12])[CH2:10][CH2:9]1.[C:14]1(B(O)O)[CH:19]=[CH:18][CH:17]=[CH:16][CH:15]=1.C(=O)([O-])[O-].[Na+].[Na+]. Product: [C:2]1([C:14]2[CH:19]=[CH:18][CH:17]=[CH:16][CH:15]=2)[CH:7]=[CH:6][CH:5]=[CH:4][C:3]=1[C:8]1([C:11]([OH:13])=[O:12])[CH2:10][CH2:9]1. The catalyst class is: 423. (3) Reactant: [NH2:1][C:2]1[N:7]2[N:8]=[CH:9][C:10]([C:11]3[CH:12]=[N:13][C:14]([C:17]4[CH:22]=[CH:21][CH:20]=[CH:19][CH:18]=4)=[CH:15][CH:16]=3)=[C:6]2[N:5]=[C:4]([CH:23]2[CH2:28][CH2:27][NH:26][CH2:25][CH2:24]2)[C:3]=1[C:29](=[O:31])[CH3:30].[CH3:32]I. Product: [NH2:1][C:2]1[N:7]2[N:8]=[CH:9][C:10]([C:11]3[CH:12]=[N:13][C:14]([C:17]4[CH:18]=[CH:19][CH:20]=[CH:21][CH:22]=4)=[CH:15][CH:16]=3)=[C:6]2[N:5]=[C:4]([CH:23]2[CH2:24][CH2:25][N:26]([CH3:32])[CH2:27][CH2:28]2)[C:3]=1[C:29](=[O:31])[CH3:30]. The catalyst class is: 3. (4) Product: [CH3:32][C:33]([S:36]([N:6]1[CH2:7][CH2:8][N:9]([C:14]2[C:15]3[CH:22]=[CH:21][NH:20][C:16]=3[N:17]=[CH:18][N:19]=2)[CH2:10][C:11]21[CH2:12][CH2:13]2)=[O:37])([CH3:35])[CH3:34]. Reactant: CC(C)(C(=O)[N:6]1[CH:11]2[CH2:12][CH2:13][CH:7]1[CH2:8][N:9]([C:14]1[C:15]3[CH:22]=[CH:21][NH:20][C:16]=3[N:17]=[CH:18][N:19]=1)[CH2:10]2)C#N.C(N(CC)CC)C.[CH3:32][C:33]([S:36](Cl)=[O:37])([CH3:35])[CH3:34]. The catalyst class is: 1. (5) The catalyst class is: 489. Product: [O:48]=[C:3]([NH:53][C:54]1[CH:58]=[CH:57][NH:56][N:55]=1)[C:4]([C@@H:6]([NH:11][C:12](=[O:28])[O:13][C:14]1([C:19]2[S:20][C:21]3[CH:27]=[CH:26][CH:25]=[CH:24][C:22]=3[N:23]=2)[CH2:18][CH2:17][CH2:16][CH2:15]1)[CH2:7][CH2:8][CH2:9][CH3:10])=[O:5]. Reactant: C([C:3](=P(C1C=CC=CC=1)(C1C=CC=CC=1)C1C=CC=CC=1)[C:4]([C@@H:6]([NH:11][C:12](=[O:28])[O:13][C:14]1([C:19]2[S:20][C:21]3[CH:27]=[CH:26][CH:25]=[CH:24][C:22]=3[N:23]=2)[CH2:18][CH2:17][CH2:16][CH2:15]1)[CH2:7][CH2:8][CH2:9][CH3:10])=[O:5])#N.[O:48]=[O+][O-].N#N.[NH2:53][C:54]1[CH:58]=[CH:57][NH:56][N:55]=1. (6) Reactant: F[C:2]1[CH:11]=[C:10]([F:12])[CH:9]=[C:8]2[C:3]=1[CH:4]=[CH:5][C:6]([CH3:13])=[N:7]2.[CH3:14][S-:15].[Na+]. The catalyst class is: 3. Product: [F:12][C:10]1[CH:9]=[C:8]2[C:3]([CH:4]=[CH:5][C:6]([CH3:13])=[N:7]2)=[C:2]([S:15][CH3:14])[CH:11]=1. (7) Reactant: [NH:1]1[CH2:6][CH2:5][CH2:4][CH2:3][CH2:2]1.Cl.C(N=C=NCCCN(C)C)C.[CH3:19][O:20][C:21]1[C:22](=[O:49])[C:23]([CH3:48])=[C:24]([CH2:30][C:31]2[C:32]([O:40][CH2:41][C:42]3[CH:47]=[CH:46][CH:45]=[CH:44][CH:43]=3)=[C:33]([CH:37]=[CH:38][CH:39]=2)[C:34](O)=[O:35])[C:25](=[O:29])[C:26]=1[O:27][CH3:28]. Product: [CH3:19][O:20][C:21]1[C:22](=[O:49])[C:23]([CH3:48])=[C:24]([CH2:30][C:31]2[C:32]([O:40][CH2:41][C:42]3[CH:43]=[CH:44][CH:45]=[CH:46][CH:47]=3)=[C:33]([CH:37]=[CH:38][CH:39]=2)[C:34]([N:1]2[CH2:6][CH2:5][CH2:4][CH2:3][CH2:2]2)=[O:35])[C:25](=[O:29])[C:26]=1[O:27][CH3:28]. The catalyst class is: 2.